This data is from Reaction yield outcomes from USPTO patents with 853,638 reactions. The task is: Predict the reaction yield, written as a fraction of the theoretical maximum amount of product (1.0 means a 100% yield; for example, 0.34 means a 34% yield). (1) The reactants are F[C:2](F)(F)[C:3](O)=[O:4].[NH:8]1[CH2:13][CH2:12][CH:11]([NH:14][C:15]([N:17]2[CH2:21][CH:20]([CH2:22][C:23]([CH3:26])([CH3:25])[CH3:24])[C:19]3([C:34]4[C:29](=[CH:30][C:31]([Cl:35])=[CH:32][CH:33]=4)[NH:28][C:27]3=[O:36])[CH:18]2[C:37]2[CH:42]=[CH:41][CH:40]=[C:39]([Cl:43])[C:38]=2[F:44])=[O:16])[CH2:10][CH2:9]1.C(N(CC)CC)C.C(Cl)(=O)C. The catalyst is O1CCCC1. The product is [C:3]([N:8]1[CH2:13][CH2:12][CH:11]([NH:14][C:15]([N:17]2[CH2:21][CH:20]([CH2:22][C:23]([CH3:26])([CH3:25])[CH3:24])[C:19]3([C:34]4[C:29](=[CH:30][C:31]([Cl:35])=[CH:32][CH:33]=4)[NH:28][C:27]3=[O:36])[CH:18]2[C:37]2[CH:42]=[CH:41][CH:40]=[C:39]([Cl:43])[C:38]=2[F:44])=[O:16])[CH2:10][CH2:9]1)(=[O:4])[CH3:2]. The yield is 0.920. (2) The reactants are [F:1][C:2]1[CH:9]=[CH:8][C:5]([CH:6]=O)=[CH:4][CH:3]=1.Cl.[NH2:11][OH:12].[OH-].[Na+]. The catalyst is C(O)C.O. The product is [F:1][C:2]1[CH:9]=[CH:8][C:5](/[CH:6]=[N:11]\[OH:12])=[CH:4][CH:3]=1. The yield is 0.840. (3) The reactants are N[C:2]1[CH:7]=[CH:6][N:5]=[C:4]([NH:8][CH2:9][CH2:10][CH2:11][O:12][C:13]2[CH:28]=[CH:27][C:16]3[CH2:17][CH:18]([CH2:23][C:24]([OH:26])=[O:25])[C:19](=[O:22])[NH:20][CH2:21][C:15]=3[CH:14]=2)[CH:3]=1.Cl.O1CCO[CH2:32][CH2:31]1.[CH2:36](N(CC)CC)C. The catalyst is C(O)C. The product is [N:5]1[CH:6]=[CH:7][CH:2]=[CH:3][C:4]=1[NH:8][CH2:9][CH2:10][CH2:11][O:12][C:13]1[CH:28]=[CH:27][C:16]2[CH2:17][CH:18]([CH2:23][C:24]([O:26][CH2:31][CH3:32])=[O:25])[C:19](=[O:22])[N:20]([CH3:36])[CH2:21][C:15]=2[CH:14]=1. The yield is 0.690. (4) The reactants are C1(C)C=CC=CC=1.[CH3:8][O:9][C:10]1[CH:15]=[C:14]([O:16][CH3:17])[N:13]=[C:12]([CH2:18][C:19](=O)[CH3:20])[N:11]=1.Cl.[Cl:23][C:24]1[CH:29]=[CH:28][C:27]([NH:30]N)=[CH:26][CH:25]=1.C(OCC)(=O)C. The catalyst is [Cl-].[Zn+2].[Cl-].O. The product is [Cl:23][C:24]1[CH:29]=[C:28]2[C:27](=[CH:26][CH:25]=1)[NH:30][C:19]([CH3:20])=[C:18]2[C:12]1[N:13]=[C:14]([O:16][CH3:17])[CH:15]=[C:10]([O:9][CH3:8])[N:11]=1. The yield is 0.840. (5) The reactants are [NH2:1][C:2]1[CH:3]=[C:4]2[C:8](=[CH:9][CH:10]=1)[NH:7][CH:6]=[C:5]2[CH2:11][CH2:12][CH2:13][N:14]1[CH2:19][CH2:18][N:17]([C:20]2[C:25]([O:26][CH3:27])=[CH:24][N:23]=[CH:22][N:21]=2)[CH2:16][CH2:15]1.C(=O)([O-])[O-].[Na+].[Na+].[Cl:34][CH2:35][CH2:36][CH2:37][C:38](Cl)=[O:39]. The catalyst is CC(C)=O. The product is [Cl:34][CH2:35][CH2:36][CH2:37][C:38]([NH:1][C:2]1[CH:3]=[C:4]2[C:8](=[CH:9][CH:10]=1)[NH:7][CH:6]=[C:5]2[CH2:11][CH2:12][CH2:13][N:14]1[CH2:19][CH2:18][N:17]([C:20]2[C:25]([O:26][CH3:27])=[CH:24][N:23]=[CH:22][N:21]=2)[CH2:16][CH2:15]1)=[O:39]. The yield is 0.670.